This data is from Full USPTO retrosynthesis dataset with 1.9M reactions from patents (1976-2016). The task is: Predict the reactants needed to synthesize the given product. Given the product [C:46](=[O:47])([O:45][C@@H:15]1[C@@H:16]([O:43][CH3:44])[CH:17]=[CH:18][CH:19]=[C:20]([CH3:42])[C:21](=[O:22])[NH:23][C:24]2[C:31](=[O:32])[C:29]([CH2:30][C@@H:8]([CH3:7])[CH2:9][C@H:10]([O:52][CH3:53])[C@H:11]([OH:51])[C@@H:12]([CH3:50])[CH:13]=[C:14]1[CH3:49])=[C:28]([NH:5][CH2:4][CH2:3][N:2]([CH3:6])[CH3:1])[C:26](=[O:27])[C:25]=2[C:35]1[CH:36]=[CH:37][C:38]([F:41])=[CH:39][CH:40]=1)[NH2:48], predict the reactants needed to synthesize it. The reactants are: [CH3:1][N:2]([CH3:6])[CH2:3][CH2:4][NH2:5].[CH3:7][C@@H:8]1[CH2:30][C:29]2[C:31](=[O:32])[C:24](=[C:25]([C:35]3[CH:40]=[CH:39][C:38]([F:41])=[CH:37][CH:36]=3)[C:26]([C:28]=2OC)=[O:27])[NH:23][C:21](=[O:22])[C:20]([CH3:42])=[CH:19][CH:18]=[CH:17][C@H:16]([O:43][CH3:44])[C@@H:15]([O:45][C:46]([NH2:48])=[O:47])[C:14]([CH3:49])=[CH:13][C@H:12]([CH3:50])[C@@H:11]([OH:51])[C@@H:10]([O:52][CH3:53])[CH2:9]1.